Dataset: Full USPTO retrosynthesis dataset with 1.9M reactions from patents (1976-2016). Task: Predict the reactants needed to synthesize the given product. (1) Given the product [Br:17][CH2:2][CH2:3][CH2:4][N:5]1[C:13](=[O:14])[C:12]2[C:7](=[N:8][CH:9]=[CH:10][CH:11]=2)[C:6]1=[O:15], predict the reactants needed to synthesize it. The reactants are: O[CH2:2][CH2:3][CH2:4][N:5]1[C:13](=[O:14])[C:12]2[C:7](=[N:8][CH:9]=[CH:10][CH:11]=2)[C:6]1=[O:15].P(Br)(Br)[Br:17]. (2) Given the product [NH2:29][C:24]1[N:23]=[C:22]([NH:21][C:18]2[CH:19]=[CH:20][C:15]([NH:14][C:10]([C:7]3[CH:6]=[CH:5][C:4]([N+:1]([O-:3])=[O:2])=[CH:9][N:8]=3)=[O:12])=[CH:16][CH:17]=2)[CH:27]=[C:26]([CH3:28])[N:25]=1, predict the reactants needed to synthesize it. The reactants are: [N+:1]([C:4]1[CH:5]=[CH:6][C:7]([C:10]([OH:12])=O)=[N:8][CH:9]=1)([O-:3])=[O:2].Cl.[NH2:14][C:15]1[CH:20]=[CH:19][C:18]([NH:21][C:22]2[CH:27]=[C:26]([CH3:28])[N:25]=[C:24]([NH2:29])[N:23]=2)=[CH:17][CH:16]=1.C(N(CC)C1C=CC=CC=1)C.